From a dataset of Full USPTO retrosynthesis dataset with 1.9M reactions from patents (1976-2016). Predict the reactants needed to synthesize the given product. Given the product [Cl:31][C:26]1[C:25]2[C:20](=[CH:21][CH:22]=[CH:23][CH:24]=2)[N:19]=[C:18]([C:13]2[CH:14]=[CH:15][CH:16]=[CH:17][C:12]=2[O:11][CH3:10])[N:27]=1, predict the reactants needed to synthesize it. The reactants are: CN(C)C1C=CC=CC=1.[CH3:10][O:11][C:12]1[CH:17]=[CH:16][CH:15]=[CH:14][C:13]=1[C:18]1[N:27]=[C:26](O)[C:25]2[C:20](=[CH:21][CH:22]=[CH:23][CH:24]=2)[N:19]=1.P(Cl)(Cl)([Cl:31])=O.C(=O)([O-])O.[Na+].